This data is from Forward reaction prediction with 1.9M reactions from USPTO patents (1976-2016). The task is: Predict the product of the given reaction. (1) The product is: [Br:30][CH2:16][CH2:15][C:11]1[CH:10]=[C:9]([NH:8][C:5]2[N:4]=[C:3]([NH:18][CH2:19][CH2:20][C:21]3[CH:22]=[C:23]([OH:27])[CH:24]=[CH:25][CH:26]=3)[C:2]([Cl:1])=[CH:7][N:6]=2)[CH:14]=[CH:13][CH:12]=1. Given the reactants [Cl:1][C:2]1[C:3]([NH:18][CH2:19][CH2:20][C:21]2[CH:26]=[CH:25][CH:24]=[C:23]([O:27]C)[CH:22]=2)=[N:4][C:5]([NH:8][C:9]2[CH:10]=[C:11]([CH2:15][CH2:16]O)[CH:12]=[CH:13][CH:14]=2)=[N:6][CH:7]=1.B(Br)(Br)[Br:30].C([O-])(O)=O.[Na+], predict the reaction product. (2) Given the reactants [CH:1]1([CH2:7][O:8][C:9]2[O:13][C:12]([CH2:14][OH:15])=[CH:11][CH:10]=2)[CH2:6][CH2:5][CH2:4][CH2:3][CH2:2]1.[CH:16]1([CH2:22][OH:23])[CH2:21][CH2:20][CH2:19][CH2:18][CH2:17]1, predict the reaction product. The product is: [CH:1]1([CH2:7][O:8][C:9]2[O:13][C:12]([CH:14]=[O:15])=[CH:11][CH:10]=2)[CH2:2][CH2:3][CH2:4][CH2:5][CH2:6]1.[CH:16]1([CH2:22][OH:23])[CH2:21][CH2:20][CH2:19][CH2:18][CH2:17]1. (3) Given the reactants [CH:1]([C:3]1[CH:8]=[CH:7][CH:6]=[CH:5][C:4]=1[C:9]1[CH:14]=[CH:13][CH:12]=[CH:11][C:10]=1[Cl:15])=O.[S:16]1[CH2:20][C:19](=[O:21])[NH:18][C:17]1=[O:22].N1CCCCC1.C(O)(=O)C1C=CC=CC=1, predict the reaction product. The product is: [Cl:15][C:10]1[CH:11]=[CH:12][CH:13]=[CH:14][C:9]=1[C:4]1[CH:5]=[CH:6][CH:7]=[CH:8][C:3]=1[CH:1]=[C:20]1[S:16][C:17](=[O:22])[NH:18][C:19]1=[O:21]. (4) Given the reactants C[O:2][C:3]1C=C(C2C=CC3N=CN=CC=3N=2)C=C[C:8]=1OC.[NH2:21][C:22]1[N:23]=[C:24]([N:42]2[CH2:47][CH2:46][NH:45][CH2:44][CH:43]2[C:48](=[O:57])[NH:49][C:50]2[CH:55]=[CH:54][CH:53]=[C:52]([CH3:56])[CH:51]=2)[C:25]2[N:31]=[C:30]([C:32]3[CH:37]=[CH:36][C:35]([O:38][CH3:39])=[C:34]([O:40][CH3:41])[CH:33]=3)[CH:29]=[CH:28][C:26]=2[N:27]=1.N.CNC, predict the reaction product. The product is: [C:3]([NH:21][C:22]1[N:23]=[C:24]([N:42]2[CH2:47][CH2:46][NH:45][CH2:44][CH:43]2[C:48](=[O:57])[NH:49][C:50]2[CH:55]=[CH:54][CH:53]=[C:52]([CH3:56])[CH:51]=2)[C:25]2[N:31]=[C:30]([C:32]3[CH:37]=[CH:36][C:35]([O:38][CH3:39])=[C:34]([O:40][CH3:41])[CH:33]=3)[CH:29]=[CH:28][C:26]=2[N:27]=1)(=[O:2])[CH3:8]. (5) Given the reactants [CH2:1]([O:3][C:4](=[O:15])[C:5]1[CH:10]=[C:9]([N+:11]([O-:13])=[O:12])[C:8](Cl)=[N:7][CH:6]=1)[CH3:2].[CH3:16][NH2:17], predict the reaction product. The product is: [CH2:1]([O:3][C:4](=[O:15])[C:5]1[CH:10]=[C:9]([N+:11]([O-:13])=[O:12])[C:8]([NH:17][CH3:16])=[N:7][CH:6]=1)[CH3:2]. (6) The product is: [Cl:1][C:2]1[C:7]([CH3:8])=[CH:6][CH:5]=[C:4]([Cl:19])[N:3]=1. Given the reactants [Cl:1][C:2]1[C:7]([CH3:8])=[CH:6][CH:5]=[CH:4][N+:3]=1[O-].C(N(CC)CC)C.P(Cl)(Cl)([Cl:19])=O.[OH-].[Na+], predict the reaction product.